From a dataset of Retrosynthesis with 50K atom-mapped reactions and 10 reaction types from USPTO. Predict the reactants needed to synthesize the given product. Given the product O=C1c2ccccc2C(=O)N1Cc1csc(-c2ccccc2)c1, predict the reactants needed to synthesize it. The reactants are: BrCc1csc(-c2ccccc2)c1.O=C1NC(=O)c2ccccc21.